Dataset: Catalyst prediction with 721,799 reactions and 888 catalyst types from USPTO. Task: Predict which catalyst facilitates the given reaction. (1) Reactant: [C:1]1([CH3:10])[CH:6]=[CH:5][CH:4]=[C:3](B(O)O)[CH:2]=1.N1C=CC=CC=1.[OH:17][C:18]1[CH:19]=[C:20]([CH:26]=[CH:27][CH:28]=1)[C:21]([O:23][CH2:24][CH3:25])=[O:22]. Product: [C:1]1([CH3:10])[CH:6]=[CH:5][CH:4]=[C:3]([O:17][C:18]2[CH:19]=[C:20]([CH:26]=[CH:27][CH:28]=2)[C:21]([O:23][CH2:24][CH3:25])=[O:22])[CH:2]=1. The catalyst class is: 221. (2) Reactant: [N:1]1[C:10]2[C:5](=[CH:6][CH:7]=[CH:8][C:9]=2[C:11]([OH:13])=[O:12])[CH:4]=[CH:3][CH:2]=1.[C:14](O)(=O)C. Product: [N:1]1[C:10]2[C:5](=[CH:6][CH:7]=[CH:8][C:9]=2[C:11]([O:13][CH3:14])=[O:12])[CH:4]=[CH:3][CH:2]=1. The catalyst class is: 224. (3) Reactant: [C:1]([CH2:3][C:4]1([N:8]2[CH2:13][CH2:12][CH:11]([N:14]([C@@H:21]3[CH2:23][C@H:22]3[C:24]3[CH:29]=[CH:28][CH:27]=[CH:26][CH:25]=3)[C:15](=[O:20])[C:16]([F:19])([F:18])[F:17])[CH2:10][CH2:9]2)[CH2:7][NH:6][CH2:5]1)#[N:2].C=O.[C:32](O)(=O)C.[BH-](OC(C)=O)(OC(C)=O)OC(C)=O.[Na+].C([O-])([O-])=O.[Na+].[Na+]. Product: [C:1]([CH2:3][C:4]1([N:8]2[CH2:9][CH2:10][CH:11]([N:14]([C@@H:21]3[CH2:23][C@H:22]3[C:24]3[CH:29]=[CH:28][CH:27]=[CH:26][CH:25]=3)[C:15](=[O:20])[C:16]([F:19])([F:17])[F:18])[CH2:12][CH2:13]2)[CH2:5][N:6]([CH3:32])[CH2:7]1)#[N:2]. The catalyst class is: 2. (4) Reactant: Cl[CH2:2][CH2:3][CH2:4][O:5][C:6]1[CH:11]=[CH:10][CH:9]=[CH:8][C:7]=1[CH:12]1[CH2:16][CH2:15][CH2:14][N:13]1[C:17]1[C:18](=[O:36])[N:19]([C:23]2[CH:24]=[C:25]([CH:32]=[CH:33][C:34]=2[CH3:35])[C:26]([NH:28][CH:29]2[CH2:31][CH2:30]2)=[O:27])[CH:20]=[CH:21][N:22]=1.[CH3:37][NH2:38]. Product: [CH:29]1([NH:28][C:26](=[O:27])[C:25]2[CH:32]=[CH:33][C:34]([CH3:35])=[C:23]([N:19]3[CH:20]=[CH:21][N:22]=[C:17]([N:13]4[CH2:14][CH2:15][CH2:16][CH:12]4[C:7]4[CH:8]=[CH:9][CH:10]=[CH:11][C:6]=4[O:5][CH2:4][CH2:3][CH2:2][NH:38][CH3:37])[C:18]3=[O:36])[CH:24]=2)[CH2:31][CH2:30]1. The catalyst class is: 12.